Dataset: Forward reaction prediction with 1.9M reactions from USPTO patents (1976-2016). Task: Predict the product of the given reaction. Given the reactants Cl.[Cl:2][C:3]1[CH:4]=[C:5]([NH:10][C:11]2[C:16]([NH:17][NH2:18])=[N:15][C:14]3=[N:19][O:20][N:21]=[C:13]3[N:12]=2)[CH:6]=[CH:7][C:8]=1[Cl:9].[NH:22]1[C:32]2[C:27](=[CH:28][CH:29]=[CH:30][CH:31]=2)[C:25](=O)[C:23]1=[O:24], predict the reaction product. The product is: [Cl:2][C:3]1[CH:4]=[C:5]([NH:10][C:11]2[C:16]([NH:17][N:18]=[C:25]3[C:27]4[C:32](=[CH:31][CH:30]=[CH:29][CH:28]=4)[NH:22][C:23]3=[O:24])=[N:15][C:14]3[C:13](=[N:21][O:20][N:19]=3)[N:12]=2)[CH:6]=[CH:7][C:8]=1[Cl:9].